This data is from Forward reaction prediction with 1.9M reactions from USPTO patents (1976-2016). The task is: Predict the product of the given reaction. (1) Given the reactants Br[C:2]1[CH:7]=[CH:6][C:5]([C:8]2[N:12]3[CH:13]=[C:14]([C:17]4[N:24]5[C:20]([O:21][CH:22]=[CH:23]5)=[N:19][C:18]=4[C:25]4[CH:30]=[CH:29][C:28]([F:31])=[CH:27][CH:26]=4)[CH:15]=[CH:16][C:11]3=[N:10][N:9]=2)=[C:4]([F:32])[CH:3]=1.[NH2:33][CH2:34][C:35]([CH3:39])([CH3:38])[CH2:36][OH:37].CN([CH:43]=[O:44])C, predict the reaction product. The product is: [F:32][C:4]1[CH:3]=[C:2]([CH:7]=[CH:6][C:5]=1[C:8]1[N:12]2[CH:13]=[C:14]([C:17]3[N:24]4[C:20]([O:21][CH:22]=[CH:23]4)=[N:19][C:18]=3[C:25]3[CH:30]=[CH:29][C:28]([F:31])=[CH:27][CH:26]=3)[CH:15]=[CH:16][C:11]2=[N:10][N:9]=1)[C:43]([NH:33][CH2:34][C:35]([CH3:39])([CH3:38])[CH2:36][OH:37])=[O:44]. (2) Given the reactants [Cl:1][C:2]1[CH:7]=[C:6]([Cl:8])[C:5]([O:9][CH3:10])=[CH:4][C:3]=1[NH:11][C:12]1[C:17]([C:18]#[N:19])=[CH:16][N:15]=[C:14]2[CH:20]=[C:21](I)[S:22][C:13]=12.B(O)(O)[C:25]1[CH:30]=[CH:29][C:28]([C:31]([OH:33])=[O:32])=[CH:27][CH:26]=1, predict the reaction product. The product is: [C:18]([C:17]1[C:12]([NH:11][C:3]2[CH:4]=[C:5]([O:9][CH3:10])[C:6]([Cl:8])=[CH:7][C:2]=2[Cl:1])=[C:13]2[S:22][C:21]([C:25]3[CH:30]=[CH:29][C:28]([C:31]([OH:33])=[O:32])=[CH:27][CH:26]=3)=[CH:20][C:14]2=[N:15][CH:16]=1)#[N:19]. (3) Given the reactants [N:1]1([C:11]([O:13][C:14]([CH3:17])([CH3:16])[CH3:15])=[O:12])[CH2:6][CH2:5][CH:4]([C:7]([O:9]C)=O)[CH2:3][CH2:2]1.[C:18](#[N:20])[CH3:19].CC(C)([O-])C.[K+].[Cl-].[NH4+], predict the reaction product. The product is: [C:18]([CH2:19][C:7]([CH:4]1[CH2:3][CH2:2][N:1]([C:11]([O:13][C:14]([CH3:17])([CH3:16])[CH3:15])=[O:12])[CH2:6][CH2:5]1)=[O:9])#[N:20]. (4) Given the reactants O[CH:2]([C:6]1[CH:11]=[CH:10][C:9]([CH:12]([CH3:14])[CH3:13])=[CH:8][CH:7]=1)[C:3]([OH:5])=[O:4].[CH3:15][C:16]1[CH:17]=[C:18](O)[CH:19]=[C:20]([CH3:22])[CH:21]=1, predict the reaction product. The product is: [CH:12]([C:9]1[CH:10]=[CH:11][C:6]([CH:2]2[C:17]3[C:16]([CH3:15])=[CH:21][C:20]([CH3:22])=[CH:19][C:18]=3[O:5][C:3]2=[O:4])=[CH:7][CH:8]=1)([CH3:14])[CH3:13]. (5) Given the reactants [NH2:1][C@@H:2]1[CH2:11][C:10]2[CH:9]=[C:8]([OH:12])[CH:7]=[CH:6][C:5]=2[CH2:4][CH2:3]1.[CH:13](=O)[C:14]1[CH:19]=[CH:18][CH:17]=[CH:16][CH:15]=1, predict the reaction product. The product is: [CH2:13]([NH:1][C@@H:2]1[CH2:11][C:10]2[CH:9]=[C:8]([OH:12])[CH:7]=[CH:6][C:5]=2[CH2:4][CH2:3]1)[C:14]1[CH:19]=[CH:18][CH:17]=[CH:16][CH:15]=1. (6) Given the reactants [ClH:1].[CH:2]([O:5][C:6]1[CH:13]=[C:12]([O:14][CH3:15])[CH:11]=[CH:10][C:7]=1[C:8]#[N:9])([CH3:4])[CH3:3].[CH2:16]([OH:18])[CH3:17], predict the reaction product. The product is: [ClH:1].[CH:2]([O:5][C:6]1[CH:13]=[C:12]([O:14][CH3:15])[CH:11]=[CH:10][C:7]=1[C:8](=[NH:9])[O:18][CH2:16][CH3:17])([CH3:4])[CH3:3]. (7) The product is: [F:12][C:9]1[CH:10]=[CH:11][C:6]([NH:5][C:3](=[O:4])[C@@H:2]([NH:1][C:23]2[N:31]=[CH:30][N:29]=[C:28]3[C:24]=2[N:25]=[CH:26][NH:27]3)[CH3:21])=[C:7]([NH:13][C:14]2[CH:15]=[N:16][C:17]([F:20])=[CH:18][CH:19]=2)[CH:8]=1. Given the reactants [NH2:1][C@@H:2]([CH3:21])[C:3]([NH:5][C:6]1[CH:11]=[CH:10][C:9]([F:12])=[CH:8][C:7]=1[NH:13][C:14]1[CH:15]=[N:16][C:17]([F:20])=[CH:18][CH:19]=1)=[O:4].Cl[C:23]1[N:31]=[CH:30][N:29]=[C:28]2[C:24]=1[N:25]=[CH:26][N:27]2C1CCCCO1.CCN(C(C)C)C(C)C, predict the reaction product.